This data is from Reaction yield outcomes from USPTO patents with 853,638 reactions. The task is: Predict the reaction yield, written as a fraction of the theoretical maximum amount of product (1.0 means a 100% yield; for example, 0.34 means a 34% yield). (1) The reactants are [Br:1][C:2]1[C:14](=[O:15])[N:13]([CH:16]2[CH2:20][CH2:19][CH2:18][CH2:17]2)[C:5]2[N:6]=[C:7](S(C)=O)[N:8]=[CH:9][C:4]=2[C:3]=1[CH3:21].[CH3:22][O:23][C:24]1[CH:31]=[CH:30][C:27]([CH2:28][NH2:29])=[CH:26][CH:25]=1. The catalyst is C1(C)C=CC=CC=1. The product is [Br:1][C:2]1[C:14](=[O:15])[N:13]([CH:16]2[CH2:20][CH2:19][CH2:18][CH2:17]2)[C:5]2[N:6]=[C:7]([NH:29][CH2:28][C:27]3[CH:30]=[CH:31][C:24]([O:23][CH3:22])=[CH:25][CH:26]=3)[N:8]=[CH:9][C:4]=2[C:3]=1[CH3:21]. The yield is 0.864. (2) The reactants are [H-].[Na+].C(OP([CH2:11][C:12]([O:14][CH2:15][CH3:16])=[O:13])(OCC)=O)C.[CH2:17]([O:24][C:25]1[CH:32]=[CH:31][C:28]([CH:29]=O)=[C:27]([O:33][CH2:34][O:35][CH3:36])[CH:26]=1)[C:18]1[CH:23]=[CH:22][CH:21]=[CH:20][CH:19]=1.O. The catalyst is O1CCCC1. The product is [CH2:17]([O:24][C:25]1[CH:32]=[CH:31][C:28]([CH:29]=[CH:11][C:12]([O:14][CH2:15][CH3:16])=[O:13])=[C:27]([O:33][CH2:34][O:35][CH3:36])[CH:26]=1)[C:18]1[CH:19]=[CH:20][CH:21]=[CH:22][CH:23]=1. The yield is 0.990.